From a dataset of Retrosynthesis with 50K atom-mapped reactions and 10 reaction types from USPTO. Predict the reactants needed to synthesize the given product. (1) Given the product Cc1c([C@@H](C)N(C)C(=O)C=Cc2cnc3c(c2)CCC(=O)N3)oc2ccccc12, predict the reactants needed to synthesize it. The reactants are: CN[C@H](C)c1oc2ccccc2c1C.O=C(O)C=Cc1cnc2c(c1)CCC(=O)N2. (2) Given the product C[C@H](NC(=O)OC(C)(C)C)C(=O)N1CCC[C@H]1C(=O)OCc1ccccc1, predict the reactants needed to synthesize it. The reactants are: C[C@H](NC(=O)OC(C)(C)C)C(=O)O.O=C(OCc1ccccc1)[C@@H]1CCCN1. (3) Given the product Clc1cc(Oc2cnc(Br)cn2)ccn1, predict the reactants needed to synthesize it. The reactants are: Brc1cnc(Br)cn1.Oc1ccnc(Cl)c1. (4) Given the product CCOC(=O)Cn1cc(CC(=O)N[C@H](CCCNC(N)=N[N+](=O)[O-])C(=O)NCc2ccc(CNC(N)=O)cc2)c2ccccc21, predict the reactants needed to synthesize it. The reactants are: CCOC(=O)Cn1cc(CC(=O)O)c2ccccc21.NC(=O)NCc1ccc(CNC(=O)[C@H](N)CCCNC(N)=N[N+](=O)[O-])cc1. (5) Given the product COC(=O)[C@H]1CC[C@@]2(C[C@@H](c3nc(-n4nnnc4C(F)(F)F)ccc3OC)CO2)[C@@H]1c1ccc(F)cc1, predict the reactants needed to synthesize it. The reactants are: COC(=O)C1CCC2(C=C(c3nc(-n4nnnc4C(F)(F)F)ccc3OC)CO2)C1c1ccc(F)cc1. (6) The reactants are: Nc1ccc(O)cc1.O=[N+]([O-])c1ccc(Cl)nc1Cl. Given the product O=[N+]([O-])c1ccc(Cl)nc1Nc1ccc(O)cc1, predict the reactants needed to synthesize it. (7) Given the product CC(=O)Nc1ccc(S(=O)(=O)N2CCC(N(C(=O)Nc3ncc(Cl)s3)[C@H]3CC[C@H](C)CC3)CC2)cc1, predict the reactants needed to synthesize it. The reactants are: CC(=O)Nc1ccc(S(=O)(=O)Cl)cc1.C[C@H]1CC[C@H](N(C(=O)Nc2ncc(Cl)s2)C2CCNCC2)CC1. (8) Given the product NCc1ccc(Br)nc1, predict the reactants needed to synthesize it. The reactants are: O=C1c2ccccc2C(=O)N1Cc1ccc(Br)nc1.